This data is from NCI-60 drug combinations with 297,098 pairs across 59 cell lines. The task is: Regression. Given two drug SMILES strings and cell line genomic features, predict the synergy score measuring deviation from expected non-interaction effect. (1) Synergy scores: CSS=14.5, Synergy_ZIP=-0.548, Synergy_Bliss=-0.245, Synergy_Loewe=-37.9, Synergy_HSA=-0.351. Drug 2: CS(=O)(=O)OCCCCOS(=O)(=O)C. Drug 1: CN(CC1=CN=C2C(=N1)C(=NC(=N2)N)N)C3=CC=C(C=C3)C(=O)NC(CCC(=O)O)C(=O)O. Cell line: UACC-257. (2) Drug 2: B(C(CC(C)C)NC(=O)C(CC1=CC=CC=C1)NC(=O)C2=NC=CN=C2)(O)O. Drug 1: C(CCl)NC(=O)N(CCCl)N=O. Cell line: HT29. Synergy scores: CSS=17.9, Synergy_ZIP=-2.91, Synergy_Bliss=-7.91, Synergy_Loewe=-56.2, Synergy_HSA=-9.34. (3) Drug 1: CNC(=O)C1=NC=CC(=C1)OC2=CC=C(C=C2)NC(=O)NC3=CC(=C(C=C3)Cl)C(F)(F)F. Drug 2: C1CN(CCN1C(=O)CCBr)C(=O)CCBr. Cell line: MDA-MB-435. Synergy scores: CSS=0.200, Synergy_ZIP=1.32, Synergy_Bliss=3.51, Synergy_Loewe=-2.64, Synergy_HSA=-0.428. (4) Drug 1: CC1=C(C=C(C=C1)NC(=O)C2=CC=C(C=C2)CN3CCN(CC3)C)NC4=NC=CC(=N4)C5=CN=CC=C5. Drug 2: CN(CCCl)CCCl.Cl. Cell line: HT29. Synergy scores: CSS=29.0, Synergy_ZIP=-11.3, Synergy_Bliss=-6.19, Synergy_Loewe=-7.15, Synergy_HSA=-4.92. (5) Drug 1: CCCS(=O)(=O)NC1=C(C(=C(C=C1)F)C(=O)C2=CNC3=C2C=C(C=N3)C4=CC=C(C=C4)Cl)F. Drug 2: C(CN)CNCCSP(=O)(O)O. Cell line: SK-MEL-5. Synergy scores: CSS=-0.924, Synergy_ZIP=-12.4, Synergy_Bliss=-26.6, Synergy_Loewe=-42.0, Synergy_HSA=-28.6.